From a dataset of Experimentally validated miRNA-target interactions with 360,000+ pairs, plus equal number of negative samples. Binary Classification. Given a miRNA mature sequence and a target amino acid sequence, predict their likelihood of interaction. (1) The miRNA is cel-miR-246-3p with sequence UUACAUGUUUCGGGUAGGAGC. The protein sequence of the target gene is MAAINPWASWGALTDQSWGMTAVDPWASWALCPQYPAWHVEGSLEEGRRATGLPAAQVQEPVTFKDVAVDFTQEEWGQLDLVQRTLYRDVMLETYGHLLSVGNQIAKPEVISLLEQGEEPWSVEQACPQRTCPEWVRNLESKALIPAQSIFEEEQSHGMKLERYIWDDPWFSRLEVLGCKDQLEMYHMNQSTAMRQMVFMQKQVLSQRSSEFCGLGAEFSQNLNFVPSQRVSQIEHFYKPDTHAQSWRCDSAIMYADKVTCENNDYDKTVYQSIQPIYPARIQTGDNLFKCTDAVKSFNH.... Result: 0 (no interaction). (2) The miRNA is hsa-miR-7845-5p with sequence AAGGGACAGGGAGGGUCGUGG. The protein sequence of the target gene is MGKKSRAVPGRRPILQLSPPGPRGSTPGRDPEPEPDTEPDSTAAVPSQPAPSAATTTTTAVTAAAASDDSPSEDEQEAVQEVPRVVQNPPKPVMTTRPTAVKATGGLCLLGAYADSDDDDNDVSEKLAQSKETNGNQSTDIDSTLANFLAEIDAITAPQPAAPVGASAPPPTPPRPEPKEAATSTLSSSTSNGTDSTQTSGWQYDTQCSLAGVGIEMGDWQEVWDENTGCYYYWNTQTNEVTWELPQYLATQVQGLQHYQPSSVPGAETSFVVNTDIYSKEKTISVSSSKSGPVIAKREV.... Result: 0 (no interaction). (3) The miRNA is hsa-miR-27a-3p with sequence UUCACAGUGGCUAAGUUCCGC. The protein sequence of the target gene is MEEFDSEDFSTSEEDEDYVPSGGEYSEDDVNELVKEDEVDGEEQTQKTQGKKRKAQSIPARKRRQGGLSLEEEEEEDANSESEGSSSEEEDDAAEQEKGIGSEDARKKKEDELWASFLNDVGPKSKVPPSTQVKKGEETEETSSSKLLVKAEELEKPKETEKVKITKVFDFAGEEVRVTKEVDATSKEAKSFFKQNEKEKPQANVPSALPSLPAGSGLKRSSGMSSLLGKIGAKKQKMSTLEKSKLDWESFKEEEGIGEELAIHNRGKEGYIERKAFLDRVDHRQFEIERDLRLSKMKP. Result: 1 (interaction). (4) The miRNA is hsa-miR-4307 with sequence AAUGUUUUUUCCUGUUUCC. The protein sequence of the target gene is MNIFDRKINFDALLKFSHITPSTQQHLKKVYASFALCMFVAAAGAYVHVVTHFIQAGLLSALGSLALMIWLMATPHSHETEQKRLGLLAGFAFLTGVGLGPALELCIAVNPSILPTAFMGTAMIFTCFSLSALYARRRSYLFLGGILMSAMSLMLLSSLGNLFFGSIWLFQANLYLGLLVMCGFVLFDTQLIIEKAEHGDKDYIWHCVDLFLDFVTLFRKLMLILAFNEKDKKKEKK. Result: 0 (no interaction).